Task: Predict the reaction yield, written as a fraction of the theoretical maximum amount of product (1.0 means a 100% yield; for example, 0.34 means a 34% yield).. Dataset: Reaction yield outcomes from USPTO patents with 853,638 reactions (1) The reactants are C[O-].[Na+].C(=O)(O)O.[NH2:8][C:9]([NH2:11])=[NH:10].C([O:14][C:15](=O)[C:16]([O:20][C:21]1[CH:26]=[C:25]([CH3:27])[C:24]([O:28][CH3:29])=[CH:23][C:22]=1[CH:30]([CH3:32])[CH3:31])=[CH:17]OC)C. The catalyst is CS(C)=O. The product is [NH2:10][C:9]1[NH:11][C:15](=[O:14])[C:16]([O:20][C:21]2[CH:26]=[C:25]([CH3:27])[C:24]([O:28][CH3:29])=[CH:23][C:22]=2[CH:30]([CH3:32])[CH3:31])=[CH:17][N:8]=1. The yield is 0.220. (2) The reactants are [CH2:1]([C:3]1[C:8](=[O:9])[NH:7][C:6]([CH3:10])=[C:5]([C:11]2[S:15][C:14]([S:16]([Cl:19])(=[O:18])=[O:17])=[CH:13][CH:12]=2)[CH:4]=1)[CH3:2].[NH:20]1[CH2:25][CH2:24][NH:23][CH2:22][CH2:21]1. The product is [ClH:19].[CH2:1]([C:3]1[C:8](=[O:9])[NH:7][C:6]([CH3:10])=[C:5]([C:11]2[S:15][C:14]([S:16]([N:20]3[CH2:25][CH2:24][NH:23][CH2:22][CH2:21]3)(=[O:18])=[O:17])=[CH:13][CH:12]=2)[CH:4]=1)[CH3:2]. No catalyst specified. The yield is 0.733. (3) The reactants are [O:1]=[C:2]1[CH:11]=[CH:10][C:9]2[CH2:8][CH2:7][C:6](=[O:12])[N:5]3[CH2:13][C@@H:14]([CH2:15][N:16]4[CH2:21][CH2:20][C:19]([NH:23][C:24](=[O:29])[C:25]([F:28])([F:27])[F:26])([CH3:22])[CH2:18][CH2:17]4)[N:3]1[C:4]=23.C(C1C(=O)C(Cl)=C(Cl)C(=O)C=1C#N)#N.C([O-])([O-])=O.[K+].[K+]. The catalyst is O1CCOCC1. The product is [O:12]=[C:6]1[CH:7]=[CH:8][C:9]2[CH:10]=[CH:11][C:2](=[O:1])[N:3]3[C@H:14]([CH2:15][N:16]4[CH2:17][CH2:18][C:19]([NH:23][C:24](=[O:29])[C:25]([F:28])([F:27])[F:26])([CH3:22])[CH2:20][CH2:21]4)[CH2:13][N:5]1[C:4]=23. The yield is 0.460. (4) The reactants are [CH3:1][C:2]([C:10]1[CH:15]=[CH:14][CH:13]=[C:12]([O:16]CC2C=CC=CC=2)[CH:11]=1)([CH2:8][CH3:9])[CH2:3][C:4]([O:6][CH3:7])=[O:5]. The catalyst is CO.[Pd]. The product is [OH:16][C:12]1[CH:11]=[C:10]([C:2]([CH3:1])([CH2:8][CH3:9])[CH2:3][C:4]([O:6][CH3:7])=[O:5])[CH:15]=[CH:14][CH:13]=1. The yield is 0.918. (5) The reactants are [Br:1][C:2]1[CH:3]=[C:4]2[C:9](=[CH:10][CH:11]=1)[N:8]=[N:7][CH:6]=[C:5]2[OH:12].[N+:13]([O-])([OH:15])=[O:14]. The catalyst is OS(O)(=O)=O. The product is [Br:1][C:2]1[CH:3]=[C:4]2[C:9](=[CH:10][CH:11]=1)[N:8]=[N:7][C:6]([N+:13]([O-:15])=[O:14])=[C:5]2[OH:12]. The yield is 0.586. (6) The reactants are [NH:1]([C:30]([O:32][C:33]([CH3:36])([CH3:35])[CH3:34])=[O:31])[C@H:2]([C:27](O)=[O:28])[CH2:3][CH2:4][CH2:5][NH:6][C:7](=[NH:26])[NH:8][S:9]([C:12]1[C:24]([CH3:25])=[C:23]2[C:17]([O:18][C:19]([CH2:22]2)([CH3:21])[CH3:20])=[C:15]([CH3:16])[C:13]=1[CH3:14])(=[O:11])=[O:10].CCN(C(C)C)C(C)C.CN(C(ON1N=NC2C=CC=NC1=2)=[N+](C)C)C.F[P-](F)(F)(F)(F)F.[CH2:70]([O:72][C:73](=[O:96])[CH2:74][N:75]([C:77](=[O:95])[C@@H:78]([NH2:94])[CH2:79][N:80]([CH3:93])[S:81]([C:84]1[CH:89]=[CH:88][CH:87]=[CH:86][C:85]=1[N+:90]([O-:92])=[O:91])(=[O:83])=[O:82])[CH3:76])[CH3:71]. The catalyst is CN(C=O)C. The product is [CH2:70]([O:72][C:73](=[O:96])[CH2:74][N:75]([C:77](=[O:95])[C@@H:78]([NH:94][C:27](=[O:28])[C@@H:2]([NH:1][C:30]([O:32][C:33]([CH3:36])([CH3:35])[CH3:34])=[O:31])[CH2:3][CH2:4][CH2:5][NH:6]/[C:7](/[NH2:26])=[N:8]\[S:9]([C:12]1[C:13]([CH3:14])=[C:15]([CH3:16])[C:17]2[O:18][C:19]([CH3:21])([CH3:20])[CH2:22][C:23]=2[C:24]=1[CH3:25])(=[O:11])=[O:10])[CH2:79][N:80]([CH3:93])[S:81]([C:84]1[CH:89]=[CH:88][CH:87]=[CH:86][C:85]=1[N+:90]([O-:92])=[O:91])(=[O:83])=[O:82])[CH3:76])[CH3:71]. The yield is 0.590. (7) The reactants are [CH3:1][C:2]1[CH:3]=[CH:4][C:5]([NH:15]C(=O)C(F)(F)F)=[C:6]([CH:14]=1)[C:7]([O:9][C:10]([CH3:13])([CH3:12])[CH3:11])=[O:8].[BH4-].[Na+].O. The catalyst is C(O)C. The product is [NH2:15][C:5]1[CH:4]=[CH:3][C:2]([CH3:1])=[CH:14][C:6]=1[C:7]([O:9][C:10]([CH3:13])([CH3:12])[CH3:11])=[O:8]. The yield is 0.910. (8) The yield is 0.450. The product is [NH2:7][C@H:8]([C:45]1[CH:46]=[CH:47][CH:48]=[CH:49][CH:50]=1)[CH2:9][N:10]1[C:15](=[O:16])[C:14]([N:17]2[CH2:22][CH2:21][N:20]([CH2:23][C:24]3[CH:29]=[CH:28][CH:27]=[C:26]([N+:30]([O-:32])=[O:31])[CH:25]=3)[C:19](=[O:33])[CH2:18]2)=[C:13]([CH3:34])[N:12]([CH2:35][C:36]2[C:54]([C:53]([F:58])([F:57])[F:52])=[CH:40][CH:39]=[CH:38][C:37]=2[F:43])[C:11]1=[O:44]. The reactants are C(OC(=O)[NH:7][C@H:8]([C:45]1[CH:50]=[CH:49][CH:48]=[CH:47][CH:46]=1)[CH2:9][N:10]1[C:15](=[O:16])[C:14]([N:17]2[CH2:22][CH2:21][N:20]([CH2:23][C:24]3[CH:29]=[CH:28][CH:27]=[C:26]([N+:30]([O-:32])=[O:31])[CH:25]=3)[C:19](=[O:33])[CH2:18]2)=[C:13]([CH3:34])[N:12]([CH2:35][C:36]2C(F)=[CH:40][CH:39]=[CH:38][C:37]=2[F:43])[C:11]1=[O:44])(C)(C)C.[F:52][C:53]([F:58])([F:57])[C:54](O)=O.C([O-])(O)=O.[Na+]. The catalyst is ClCCl.